Dataset: Reaction yield outcomes from USPTO patents with 853,638 reactions. Task: Predict the reaction yield, written as a fraction of the theoretical maximum amount of product (1.0 means a 100% yield; for example, 0.34 means a 34% yield). (1) The reactants are [CH:1]([C:3]1[CH:4]=[C:5]([CH:49]=[CH:50][CH:51]=1)[CH2:6][O:7][C:8]([C@@H:10]1[CH2:15][CH2:14][CH2:13][N:12]([C:16](=[O:48])[C@@H:17]([NH:33][C:34](=[O:47])[C@@H:35]([NH:39][C:40](OC(C)(C)C)=[O:41])[CH:36]([CH3:38])[CH3:37])[CH2:18][C:19]2[CH:24]=[CH:23][CH:22]=[C:21]([O:25][Si:26]([C:29]([CH3:32])([CH3:31])[CH3:30])([CH3:28])[CH3:27])[CH:20]=2)[NH:11]1)=[O:9])=[CH2:2].FC(F)(F)S(O[Si](C)(C)C)(=O)=O.C(N(CC)C(C)C)(C)C.[CH2:73]([O:75][C@H:76]([CH2:82][CH2:83][CH:84]=[CH2:85])[C@@H:77](C)[C:78](O)=O)[CH3:74].F[P-](F)(F)(F)(F)F.N1(OC(N(C)C)=[N+](C)C)C2N=CC=CC=2N=N1. The catalyst is ClCCl. The product is [CH:1]([C:3]1[CH:4]=[C:5]([CH:49]=[CH:50][CH:51]=1)[CH2:6][O:7][C:8]([C@@H:10]1[CH2:15][CH2:14][CH2:13][N:12]([C:16](=[O:48])[C@@H:17]([NH:33][C:34](=[O:47])[C@@H:35]([NH:39][C:40](=[O:41])[C@H:77]([CH3:78])[C@H:76]([O:75][CH2:73][CH3:74])[CH2:82][CH2:83][CH:84]=[CH2:85])[CH:36]([CH3:38])[CH3:37])[CH2:18][C:19]2[CH:24]=[CH:23][CH:22]=[C:21]([O:25][Si:26]([C:29]([CH3:32])([CH3:30])[CH3:31])([CH3:28])[CH3:27])[CH:20]=2)[NH:11]1)=[O:9])=[CH2:2]. The yield is 0.600. (2) The reactants are [CH3:1][O:2][C:3]1[CH:4]=[C:5]2[C:9](=[CH:10][C:11]=1[O:12][CH3:13])[CH2:8][N:7]([C:14]1[C:15]([CH3:34])=[C:16]([CH3:33])[C:17]3[O:21][C:20]([CH3:23])([CH3:22])[CH:19]([C:24]4[CH:29]=[CH:28][C:27]([CH3:30])=[CH:26][CH:25]=4)[C:18]=3[C:31]=1[CH3:32])[CH2:6]2.[ClH:35]. The catalyst is C(OCC)(=O)C. The product is [ClH:35].[CH3:1][O:2][C:3]1[CH:4]=[C:5]2[C:9](=[CH:10][C:11]=1[O:12][CH3:13])[CH2:8][N:7]([C:14]1[C:15]([CH3:34])=[C:16]([CH3:33])[C:17]3[O:21][C:20]([CH3:23])([CH3:22])[CH:19]([C:24]4[CH:25]=[CH:26][C:27]([CH3:30])=[CH:28][CH:29]=4)[C:18]=3[C:31]=1[CH3:32])[CH2:6]2. The yield is 0.870. (3) The reactants are C([O:3][C:4]([C:6]1[CH:7]=[N:8][N:9]([CH:15]2[CH2:20][CH2:19][CH2:18][CH2:17][CH2:16]2)[C:10]=1[C:11]([F:14])([F:13])[F:12])=[O:5])C.O.[OH-].[Li+]. The catalyst is CO. The product is [CH:15]1([N:9]2[C:10]([C:11]([F:12])([F:13])[F:14])=[C:6]([C:4]([OH:5])=[O:3])[CH:7]=[N:8]2)[CH2:16][CH2:17][CH2:18][CH2:19][CH2:20]1. The yield is 0.860. (4) The reactants are [CH2:1]([O:5][C@@H:6]1[C@@H:14]([O:15][CH2:16][CH:17]([CH3:19])[CH3:18])[C@H:13]([CH3:20])[O:12][C:11](=[O:21])[C@@H:10]([NH:22][C:23](=[O:33])[C:24]2[C:29]([OH:30])=[C:28]([O:31][CH3:32])[CH:27]=[CH:26][N:25]=2)[CH2:9][O:8][CH2:7]1)[CH:2]([CH3:4])[CH3:3].[CH3:34][O:35][CH2:36][CH2:37][C:38](Cl)=[O:39]. The catalyst is CN(C1C=CN=CC=1)C.C(Cl)Cl. The product is [CH3:34][O:35][CH2:36][CH2:37][C:38]([O:30][C:29]1[C:24]([C:23](=[O:33])[NH:22][C@H:10]2[CH2:9][O:8][CH2:7][C@H:6]([O:5][CH2:1][CH:2]([CH3:3])[CH3:4])[C@@H:14]([O:15][CH2:16][CH:17]([CH3:19])[CH3:18])[C@H:13]([CH3:20])[O:12][C:11]2=[O:21])=[N:25][CH:26]=[CH:27][C:28]=1[O:31][CH3:32])=[O:39]. The yield is 0.940. (5) The reactants are Cl[C:2]1[CH:11]=[CH:10][C:9]2[C:4](=[C:5]3[CH:19]=[CH:18][CH:17]=[CH:16][C:6]3=[C:7]3[CH:15]=[CH:14][CH:13]=[CH:12][C:8]3=2)[N:3]=1.[CH:20]1[C:28]2[C:27]3[CH:29]=[CH:30][CH:31]=[CH:32][C:26]=3[S:25][C:24]=2[C:23]([C:33]2[CH:34]=[C:35](B(O)O)[CH:36]=[CH:37][CH:38]=2)=[CH:22][CH:21]=1.C1(C)C=CC=CC=1.C(=O)([O-])[O-].[K+].[K+]. The catalyst is C1C=CC([P]([Pd]([P](C2C=CC=CC=2)(C2C=CC=CC=2)C2C=CC=CC=2)([P](C2C=CC=CC=2)(C2C=CC=CC=2)C2C=CC=CC=2)[P](C2C=CC=CC=2)(C2C=CC=CC=2)C2C=CC=CC=2)(C2C=CC=CC=2)C2C=CC=CC=2)=CC=1.CO.O.C(O)C. The product is [CH:20]1[C:28]2[C:27]3[CH:29]=[CH:30][CH:31]=[CH:32][C:26]=3[S:25][C:24]=2[C:23]([C:33]2[CH:34]=[C:35]([C:2]3[CH:11]=[CH:10][C:9]4[C:4](=[C:5]5[CH:19]=[CH:18][CH:17]=[CH:16][C:6]5=[C:7]5[CH:15]=[CH:14][CH:13]=[CH:12][C:8]5=4)[N:3]=3)[CH:36]=[CH:37][CH:38]=2)=[CH:22][CH:21]=1. The yield is 0.790. (6) The reactants are Cl.[C:2]1([N:8]2[C:13](=[O:14])[C:12]3=[CH:15][CH:16]=[CH:17][N:11]3[N:10]=[C:9]2[C@@H:18]2[CH2:22][CH2:21][CH2:20][NH:19]2)[CH:7]=[CH:6][CH:5]=[CH:4][CH:3]=1.Cl[C:24]1[C:25]2[C:32]([C:33]#[N:34])=[CH:31][NH:30][C:26]=2[N:27]=[CH:28][N:29]=1. The catalyst is CCCCO. The product is [O:14]=[C:13]1[C:12]2=[CH:15][CH:16]=[CH:17][N:11]2[N:10]=[C:9]([C@@H:18]2[CH2:22][CH2:21][CH2:20][N:19]2[C:24]2[C:25]3[C:32]([C:33]#[N:34])=[CH:31][NH:30][C:26]=3[N:27]=[CH:28][N:29]=2)[N:8]1[C:2]1[CH:7]=[CH:6][CH:5]=[CH:4][CH:3]=1. The yield is 0.640.